The task is: Predict the product of the given reaction.. This data is from Forward reaction prediction with 1.9M reactions from USPTO patents (1976-2016). (1) Given the reactants C(OC(=O)[NH:7][C@H:8]([C:31]1[CH:36]=[CH:35][CH:34]=[CH:33][CH:32]=1)[CH2:9][CH2:10][N:11]1[CH2:30][CH2:29][C:14]2([NH:18][C:17](=[O:19])[N:16]([CH2:20][C:21]3[CH:26]=[CH:25][C:24]([Br:27])=[CH:23][CH:22]=3)[C:15]2=[O:28])[CH2:13][CH2:12]1)(C)(C)C.C(Cl)Cl.C(O)(C(F)(F)F)=O.[OH-].[Na+], predict the reaction product. The product is: [NH2:7][C@H:8]([C:31]1[CH:32]=[CH:33][CH:34]=[CH:35][CH:36]=1)[CH2:9][CH2:10][N:11]1[CH2:12][CH2:13][C:14]2([NH:18][C:17](=[O:19])[N:16]([CH2:20][C:21]3[CH:26]=[CH:25][C:24]([Br:27])=[CH:23][CH:22]=3)[C:15]2=[O:28])[CH2:29][CH2:30]1. (2) Given the reactants CS(C)=O.C(Cl)(=O)C(Cl)=O.[OH:11][CH2:12][C:13]1([CH2:26][O:27][CH3:28])[CH2:18][CH2:17][N:16]([C:19]([O:21][C:22]([CH3:25])([CH3:24])[CH3:23])=[O:20])[CH2:15][CH2:14]1.C(N(CC)CC)C.Cl, predict the reaction product. The product is: [CH:12]([C:13]1([CH2:26][O:27][CH3:28])[CH2:18][CH2:17][N:16]([C:19]([O:21][C:22]([CH3:23])([CH3:24])[CH3:25])=[O:20])[CH2:15][CH2:14]1)=[O:11].